This data is from Merck oncology drug combination screen with 23,052 pairs across 39 cell lines. The task is: Regression. Given two drug SMILES strings and cell line genomic features, predict the synergy score measuring deviation from expected non-interaction effect. (1) Drug 1: O=P1(N(CCCl)CCCl)NCCCO1. Drug 2: Cn1nnc2c(C(N)=O)ncn2c1=O. Cell line: NCIH2122. Synergy scores: synergy=-0.678. (2) Drug 1: Nc1ccn(C2OC(CO)C(O)C2(F)F)c(=O)n1. Drug 2: CNC(=O)c1cc(Oc2ccc(NC(=O)Nc3ccc(Cl)c(C(F)(F)F)c3)cc2)ccn1. Cell line: UWB1289BRCA1. Synergy scores: synergy=-2.90. (3) Drug 1: NC(=O)c1cccc2cn(-c3ccc(C4CCCNC4)cc3)nc12. Drug 2: CC(C)CC(NC(=O)C(Cc1ccccc1)NC(=O)c1cnccn1)B(O)O. Cell line: MDAMB436. Synergy scores: synergy=11.4.